From a dataset of CYP2C19 inhibition data for predicting drug metabolism from PubChem BioAssay. Regression/Classification. Given a drug SMILES string, predict its absorption, distribution, metabolism, or excretion properties. Task type varies by dataset: regression for continuous measurements (e.g., permeability, clearance, half-life) or binary classification for categorical outcomes (e.g., BBB penetration, CYP inhibition). Dataset: cyp2c19_veith. (1) The compound is CC1C(=NO)C(C)C(c2ccc(N(C)C)cc2)NC1c1ccc(N(C)C)cc1. The result is 1 (inhibitor). (2) The compound is Cc1[nH]c2ccccc2c1C(=O)/C=C/c1ccccc1. The result is 1 (inhibitor). (3) The compound is Cn1c(=O)c2c(ncn2C[C@@H](O)CO)n(C)c1=O. The result is 0 (non-inhibitor). (4) The result is 0 (non-inhibitor). The molecule is CCCC[C@@H]1C[C@H]1C(NS(=O)(=O)c1cccc2cccnc12)c1ccc(-c2ccccc2)cc1.